From a dataset of Full USPTO retrosynthesis dataset with 1.9M reactions from patents (1976-2016). Predict the reactants needed to synthesize the given product. Given the product [C:1]([N:4]1[C:13]2[C:8](=[CH:9][C:10]([C:14]3[N:34]=[N:35][NH:36][CH:15]=3)=[CH:11][CH:12]=2)[C@H:7]([NH:16][C:17]2[CH:22]=[CH:21][C:20]([CH3:23])=[CH:19][N:18]=2)[CH2:6][C@@H:5]1[CH3:24])(=[O:3])[CH3:2], predict the reactants needed to synthesize it. The reactants are: [C:1]([N:4]1[C:13]2[C:8](=[CH:9][C:10]([C:14]#[CH:15])=[CH:11][CH:12]=2)[C@H:7]([NH:16][C:17]2[CH:22]=[CH:21][C:20]([CH3:23])=[CH:19][N:18]=2)[CH2:6][C@@H:5]1[CH3:24])(=[O:3])[CH3:2].CN(C)C=O.C[Si]([N:34]=[N+:35]=[N-:36])(C)C.